From a dataset of Catalyst prediction with 721,799 reactions and 888 catalyst types from USPTO. Predict which catalyst facilitates the given reaction. (1) Reactant: Cl.C[O:3][C:4](=[O:43])[C@@H:5]([NH:21][C:22]([C:24]1[C:25]([CH3:42])=[N:26][C:27]([NH:31][CH2:32][CH2:33][CH2:34][C:35]2[CH:40]=[CH:39][CH:38]=[C:37]([OH:41])[CH:36]=2)=[N:28][C:29]=1[CH3:30])=[O:23])[CH2:6][NH:7][C:8](=[O:20])[C:9]1[CH:14]=[CH:13][CH:12]=[C:11]([O:15][CH2:16][CH2:17][CH2:18][NH2:19])[CH:10]=1.[OH-].[Na+].Cl. Product: [NH2:19][CH2:18][CH2:17][CH2:16][O:15][C:11]1[CH:10]=[C:9]([CH:14]=[CH:13][CH:12]=1)[C:8]([NH:7][CH2:6][C@H:5]([NH:21][C:22]([C:24]1[C:25]([CH3:42])=[N:26][C:27]([NH:31][CH2:32][CH2:33][CH2:34][C:35]2[CH:40]=[CH:39][CH:38]=[C:37]([OH:41])[CH:36]=2)=[N:28][C:29]=1[CH3:30])=[O:23])[C:4]([OH:43])=[O:3])=[O:20]. The catalyst class is: 5. (2) Reactant: Br.C(O)(=O)C.C([O:13][C:14]1[C:32]([O:33][CH:34]2[CH2:39][CH2:38][CH2:37][CH2:36][CH2:35]2)=[CH:31][C:17]([C:18]([NH:20][C:21]2[CH:30]=[CH:29][C:24]([C:25]([O:27][CH3:28])=[O:26])=[CH:23][CH:22]=2)=[O:19])=[CH:16][C:15]=1[Cl:40])C1C=CC=CC=1. Product: [Cl:40][C:15]1[CH:16]=[C:17]([CH:31]=[C:32]([O:33][CH:34]2[CH2:39][CH2:38][CH2:37][CH2:36][CH2:35]2)[C:14]=1[OH:13])[C:18]([NH:20][C:21]1[CH:22]=[CH:23][C:24]([C:25]([O:27][CH3:28])=[O:26])=[CH:29][CH:30]=1)=[O:19]. The catalyst class is: 67. (3) Reactant: O.[C:2]1([CH3:12])[CH:7]=[CH:6][C:5]([S:8]([OH:11])(=[O:10])=[O:9])=[CH:4][CH:3]=1.[Cl:13][C:14]1[C:15]([O:39][CH3:40])=[C:16]([NH:21][S:22]([C:25]2[CH:30]=[CH:29][C:28]([O:31][CH3:32])=[C:27]([N:33]3[CH2:38][CH2:37][NH:36][CH2:35][CH2:34]3)[CH:26]=2)(=[O:24])=[O:23])[CH:17]=[C:18]([Cl:20])[CH:19]=1. Product: [C:2]1([CH3:12])[CH:3]=[CH:4][C:5]([S:8]([OH:11])(=[O:9])=[O:10])=[CH:6][CH:7]=1.[Cl:13][C:14]1[C:15]([O:39][CH3:40])=[C:16]([NH:21][S:22]([C:25]2[CH:30]=[CH:29][C:28]([O:31][CH3:32])=[C:27]([N:33]3[CH2:34][CH2:35][NH:36][CH2:37][CH2:38]3)[CH:26]=2)(=[O:24])=[O:23])[CH:17]=[C:18]([Cl:20])[CH:19]=1. The catalyst class is: 8. (4) Reactant: Cl.Cl.[CH3:3][C:4]1[N:8]([CH:9]2[CH2:15][CH:14]3[N:16]([CH2:17][CH2:18][C:19]4([C:25]5[CH:30]=[CH:29][CH:28]=[CH:27][CH:26]=5)[CH2:24][CH2:23][NH:22][CH2:21][CH2:20]4)[CH:11]([CH2:12][CH2:13]3)[CH2:10]2)[C:7]2[CH:31]=[CH:32][CH:33]=[CH:34][C:6]=2[N:5]=1.[O:35]1[C:39](C(Cl)=O)=[CH:38][CH:37]=[N:36]1.C(N(CC)CC)C.[C:50](OCC)(=[O:52])C. Product: [O:35]1[CH:39]=[CH:38][C:37]([C:50]([N:22]2[CH2:21][CH2:20][C:19]([CH2:18][CH2:17][N:16]3[CH:14]4[CH2:13][CH2:12][CH:11]3[CH2:10][CH:9]([N:8]3[C:7]5[CH:31]=[CH:32][CH:33]=[CH:34][C:6]=5[N:5]=[C:4]3[CH3:3])[CH2:15]4)([C:25]3[CH:30]=[CH:29][CH:28]=[CH:27][CH:26]=3)[CH2:24][CH2:23]2)=[O:52])=[N:36]1. The catalyst class is: 4.